This data is from Forward reaction prediction with 1.9M reactions from USPTO patents (1976-2016). The task is: Predict the product of the given reaction. (1) Given the reactants [CH3:1][CH:2]1[CH2:10][C:9]2[C:4](=[CH:5][C:6]([N+:11]([O-])=O)=[CH:7][CH:8]=2)[N:3]1[C:14](=[O:16])[CH3:15], predict the reaction product. The product is: [NH2:11][C:6]1[CH:5]=[C:4]2[C:9]([CH2:10][CH:2]([CH3:1])[N:3]2[C:14](=[O:16])[CH3:15])=[CH:8][CH:7]=1. (2) Given the reactants [CH:1]([O:5][C:6]1[CH:7]=[C:8]([CH:26]=[CH:27][CH:28]=1)[CH2:9][C:10]1[C:19]2[C:14](=[CH:15][C:16]([O:22][CH3:23])=[C:17]([O:20][CH3:21])[CH:18]=2)[C:13]([CH2:24]O)=[CH:12][N:11]=1)([CH2:3][CH3:4])[CH3:2].C(N(CC)CC)C.CS([Cl:40])(=O)=O.[Cl-].[Li+], predict the reaction product. The product is: [CH:1]([O:5][C:6]1[CH:7]=[C:8]([CH:26]=[CH:27][CH:28]=1)[CH2:9][C:10]1[C:19]2[C:14](=[CH:15][C:16]([O:22][CH3:23])=[C:17]([O:20][CH3:21])[CH:18]=2)[C:13]([CH2:24][Cl:40])=[CH:12][N:11]=1)([CH2:3][CH3:4])[CH3:2]. (3) Given the reactants [CH3:1][CH:2]1[CH2:7][CH2:6][N:5]([C:8]2[CH:9]=[C:10]([N:17]3[CH2:22][CH2:21][O:20][CH2:19][CH2:18]3)[CH:11]=[CH:12][C:13]=2[N+:14]([O-])=O)[CH2:4][CH2:3]1.NC1C=CC=CC=1.[C:30]([C:32]1[O:36][C:35]([C:37](O)=[O:38])=[CH:34][CH:33]=1)#[N:31].C(Cl)(=O)C(Cl)=O.ON1C(=O)CCC1=O.CCN(C(C)C)C(C)C, predict the reaction product. The product is: [CH3:1][CH:2]1[CH2:7][CH2:6][N:5]([C:8]2[CH:9]=[C:10]([N:17]3[CH2:22][CH2:21][O:20][CH2:19][CH2:18]3)[CH:11]=[CH:12][C:13]=2[NH:14][C:37]([C:35]2[O:36][C:32]([C:30]#[N:31])=[CH:33][CH:34]=2)=[O:38])[CH2:4][CH2:3]1. (4) Given the reactants [O:1]([CH2:9][C@H:10]1[C@H:18]2[N:13]([C:14]3[CH:22]=[CH:21][C:20]([N:23]4[CH2:28][CH2:27][C@@H:26]([O:29][CH3:30])[CH2:25][C:24]4=[O:31])=[CH:19][C:15]=3[O:16][CH2:17]2)[C:12](=[O:32])[O:11]1)[Si](C(C)(C)C)(C)C.CCCC[N+](CCCC)(CCCC)CCCC.[F-], predict the reaction product. The product is: [OH:1][CH2:9][C@H:10]1[C@H:18]2[N:13]([C:14]3[CH:22]=[CH:21][C:20]([N:23]4[CH2:28][CH2:27][C@@H:26]([O:29][CH3:30])[CH2:25][C:24]4=[O:31])=[CH:19][C:15]=3[O:16][CH2:17]2)[C:12](=[O:32])[O:11]1. (5) Given the reactants [F:1][C:2]([F:14])([F:13])[C:3]1[CH:12]=[CH:11][C:6]([C:7]([NH:9][NH2:10])=[O:8])=[CH:5][CH:4]=1.[CH:15](=O)[C:16]1[CH:21]=[CH:20][CH:19]=[CH:18][CH:17]=1.S(=O)(=O)(O)O, predict the reaction product. The product is: [CH:15](=[N:10][NH:9][C:7](=[O:8])[C:6]1[CH:11]=[CH:12][C:3]([C:2]([F:13])([F:14])[F:1])=[CH:4][CH:5]=1)[C:16]1[CH:21]=[CH:20][CH:19]=[CH:18][CH:17]=1. (6) Given the reactants Br[C:2]1[CH:3]=[CH:4][C:5]([F:19])=[C:6]([C@:8]2([CH3:18])[C@H:14]3[C@H:12]([C:13]3([F:16])[F:15])[S:11][C:10]([NH2:17])=[N:9]2)[CH:7]=1.O=C1O[C@H]([C@H](CO)O)C([O-])=C1O.[Na+].[N-:33]=[N+:34]=[N-:35].[Na+].CP(C)C, predict the reaction product. The product is: [N:33]([C:2]1[CH:3]=[CH:4][C:5]([F:19])=[C:6]([C@:8]2([CH3:18])[C@H:14]3[C@H:12]([C:13]3([F:16])[F:15])[S:11][C:10]([NH2:17])=[N:9]2)[CH:7]=1)=[N+:34]=[N-:35]. (7) The product is: [Br:1][C:2]1[CH:3]=[C:4]([C:13]2[N:17]([C:18]3[CH:19]=[N:20][C:21]([Cl:24])=[CH:22][CH:23]=3)[N:16]=[C:15]([C:25]([N:49]3[CH2:54][CH2:53][NH:52][C:51](=[O:55])[CH2:50]3)=[O:26])[CH:14]=2)[CH:5]=[C:6]([O:8][C:9]([F:10])([F:12])[F:11])[CH:7]=1. Given the reactants [Br:1][C:2]1[CH:3]=[C:4]([C:13]2[N:17]([C:18]3[CH:19]=[N:20][C:21]([Cl:24])=[CH:22][CH:23]=3)[N:16]=[C:15]([C:25](O)=[O:26])[CH:14]=2)[CH:5]=[C:6]([O:8][C:9]([F:12])([F:11])[F:10])[CH:7]=1.ClC1C=C(C2N(C3C=NC=CC=3)N=C(C([N:49]3[CH2:54][CH2:53][NH:52][C:51](=[O:55])[CH2:50]3)=O)C=2)C=C(F)C=1.O=C1CNCCN1, predict the reaction product. (8) The product is: [C:22]([C:7]1[CH:6]=[CH:5][C:4]2[C:9](=[C:10]([C:12]3[C:21]4[C:16](=[CH:17][CH:18]=[CH:19][CH:20]=4)[CH:15]=[CH:14][CH:13]=3)[CH:11]=[C:2]([NH:1][C:24](=[O:26])[CH3:25])[CH:3]=2)[N:8]=1)#[N:23]. Given the reactants [NH2:1][C:2]1[CH:3]=[C:4]2[C:9](=[C:10]([C:12]3[C:21]4[C:16](=[CH:17][CH:18]=[CH:19][CH:20]=4)[CH:15]=[CH:14][CH:13]=3)[CH:11]=1)[N:8]=[C:7]([C:22]#[N:23])[CH:6]=[CH:5]2.[C:24](OC(=O)C)(=[O:26])[CH3:25], predict the reaction product. (9) Given the reactants [C:1]12[C:7](=[CH:8][CH:9]=[CH:10][CH:11]=1)[NH:6][C:5](=[O:12])[O:4][C:2]2=[O:3].[N+:13]([O-])([OH:15])=[O:14], predict the reaction product. The product is: [N+:13]([C:10]1[CH:11]=[C:1]2[C:2]([O:4][C:5](=[O:12])[NH:6][C:7]2=[CH:8][CH:9]=1)=[O:3])([O-:15])=[O:14].